Predict the reaction yield, written as a fraction of the theoretical maximum amount of product (1.0 means a 100% yield; for example, 0.34 means a 34% yield). From a dataset of Reaction yield outcomes from USPTO patents with 853,638 reactions. (1) The reactants are [C:1]([C:5]1[CH:9]=[C:8]([NH2:10])[NH:7][N:6]=1)([CH3:4])([CH3:3])[CH3:2].C(=O)([O-])[O-].[K+].[K+].[CH2:17]([O:19][C:20](=[O:29])[C:21]1[CH:26]=[C:25]([Cl:27])[CH:24]=[C:23](Br)[CH:22]=1)[CH3:18]. The catalyst is [Cu]I. The product is [CH2:17]([O:19][C:20](=[O:29])[C:21]1[CH:26]=[C:25]([Cl:27])[CH:24]=[C:23]([N:7]2[C:8]([NH2:10])=[CH:9][C:5]([C:1]([CH3:4])([CH3:3])[CH3:2])=[N:6]2)[CH:22]=1)[CH3:18]. The yield is 0.190. (2) The reactants are Cl[C:2]1[CH:11]=[C:10]([Cl:12])[C:9]2[C:4](=[CH:5][C:6]([O:13][CH3:14])=[CH:7][CH:8]=2)[N:3]=1.[CH:15]([NH:18][C:19]1[CH:23]=[CH:22][NH:21][N:20]=1)([CH3:17])[CH3:16]. The catalyst is ClCCl. The product is [Cl:12][C:10]1[C:9]2[C:4](=[CH:5][C:6]([O:13][CH3:14])=[CH:7][CH:8]=2)[N:3]=[C:2]([N:21]2[CH:22]=[CH:23][C:19]([NH:18][CH:15]([CH3:17])[CH3:16])=[N:20]2)[CH:11]=1. The yield is 0.820.